Dataset: Full USPTO retrosynthesis dataset with 1.9M reactions from patents (1976-2016). Task: Predict the reactants needed to synthesize the given product. (1) Given the product [CH3:17][S:18]([O:9][CH2:8][CH2:7][N:1]1[CH2:6][CH2:5][CH2:4][CH2:3][CH2:2]1)(=[O:20])=[O:19], predict the reactants needed to synthesize it. The reactants are: [N:1]1([CH2:7][CH2:8][OH:9])[CH2:6][CH2:5][CH2:4][CH2:3][CH2:2]1.C(N(CC)CC)C.[CH3:17][S:18](Cl)(=[O:20])=[O:19]. (2) Given the product [C:38]([NH:41][S:42]([C:45]1[S:49][C:48]([C:22]2[N:21]=[CH:20][N:19]([C:11]3[N:10]=[C:9]([C:4]4[CH:5]=[CH:6][C:7]([Cl:8])=[C:2]([Cl:1])[CH:3]=4)[CH:14]=[C:13]([C:15]([F:18])([F:16])[F:17])[N:12]=3)[CH:23]=2)=[CH:47][CH:46]=1)(=[O:43])=[O:44])([CH3:40])([CH3:37])[CH3:39], predict the reactants needed to synthesize it. The reactants are: [Cl:1][C:2]1[CH:3]=[C:4]([C:9]2[CH:14]=[C:13]([C:15]([F:18])([F:17])[F:16])[N:12]=[C:11]([N:19]3[CH:23]=[C:22]([Sn](CCCC)(CCCC)CCCC)[N:21]=[CH:20]3)[N:10]=2)[CH:5]=[CH:6][C:7]=1[Cl:8].[CH3:37][C:38]([NH:41][S:42]([C:45]1[S:49][C:48](Br)=[CH:47][CH:46]=1)(=[O:44])=[O:43])([CH3:40])[CH3:39].CCCCCC. (3) Given the product [C:1]([O:5][C:6](=[O:23])[NH:7][C:8]1[CH:13]=[CH:12][C:11]([C:14]#[C:15][C:16]2[CH:17]=[CH:18][CH:19]=[CH:20][CH:21]=2)=[CH:10][C:9]=1[NH:22][C:29](=[O:28])[CH2:30][C:31]([C:33]1[CH:38]=[CH:37][CH:36]=[C:35]([N:39]2[CH:43]=[C:42]([CH3:44])[N:41]=[C:40]2[CH3:45])[CH:34]=1)=[O:32])([CH3:4])([CH3:2])[CH3:3], predict the reactants needed to synthesize it. The reactants are: [C:1]([O:5][C:6](=[O:23])[NH:7][C:8]1[CH:13]=[CH:12][C:11]([C:14]#[C:15][C:16]2[CH:21]=[CH:20][CH:19]=[CH:18][CH:17]=2)=[CH:10][C:9]=1[NH2:22])([CH3:4])([CH3:3])[CH3:2].C([O:28][C:29](=O)[CH2:30][C:31]([C:33]1[CH:38]=[CH:37][CH:36]=[C:35]([N:39]2[CH:43]=[C:42]([CH3:44])[N:41]=[C:40]2[CH3:45])[CH:34]=1)=[O:32])(C)(C)C.